The task is: Regression. Given two drug SMILES strings and cell line genomic features, predict the synergy score measuring deviation from expected non-interaction effect.. This data is from NCI-60 drug combinations with 297,098 pairs across 59 cell lines. (1) Drug 1: C1CCC(C1)C(CC#N)N2C=C(C=N2)C3=C4C=CNC4=NC=N3. Drug 2: CC(CN1CC(=O)NC(=O)C1)N2CC(=O)NC(=O)C2. Cell line: HOP-62. Synergy scores: CSS=-4.59, Synergy_ZIP=-1.79, Synergy_Bliss=-2.93, Synergy_Loewe=-6.28, Synergy_HSA=-4.72. (2) Synergy scores: CSS=5.08, Synergy_ZIP=-3.07, Synergy_Bliss=-4.18, Synergy_Loewe=-6.95, Synergy_HSA=-3.77. Drug 2: CN(C(=O)NC(C=O)C(C(C(CO)O)O)O)N=O. Drug 1: C1CCC(C1)C(CC#N)N2C=C(C=N2)C3=C4C=CNC4=NC=N3. Cell line: DU-145.